Dataset: Forward reaction prediction with 1.9M reactions from USPTO patents (1976-2016). Task: Predict the product of the given reaction. (1) Given the reactants [Cl:1][C:2]1[CH:7]=[CH:6][C:5]([NH2:8])=[C:4](B2OC(C)(C)C(C)(C)O2)[CH:3]=1.[Cl:18][C:19]1[CH:24]=[C:23](Cl)[N:22]=[CH:21][N:20]=1.C1([As](C2C=CC=CC=2)C2C=CC=CC=2)C=CC=CC=1.[O-]P([O-])([O-])=O.[K+].[K+].[K+], predict the reaction product. The product is: [Cl:1][C:2]1[CH:7]=[CH:6][C:5]([NH2:8])=[C:4]([C:23]2[CH:24]=[C:19]([Cl:18])[N:20]=[CH:21][N:22]=2)[CH:3]=1. (2) Given the reactants [Br:1][C:2]1[CH:7]=[CH:6][C:5]([CH:8]2[N:12]([C:13]3[CH:18]=[CH:17][C:16]([Cl:19])=[CH:15][C:14]=3[Cl:20])[N:11]=[C:10]([C:21](Cl)=[O:22])[CH2:9]2)=[CH:4][CH:3]=1.[N:24]1([NH2:31])[CH2:30][CH2:29][CH2:28][CH2:27][CH2:26][CH2:25]1, predict the reaction product. The product is: [N:24]1([NH:31][C:21]([C:10]2[CH2:9][CH:8]([C:5]3[CH:4]=[CH:3][C:2]([Br:1])=[CH:7][CH:6]=3)[N:12]([C:13]3[CH:18]=[CH:17][C:16]([Cl:19])=[CH:15][C:14]=3[Cl:20])[N:11]=2)=[O:22])[CH2:30][CH2:29][CH2:28][CH2:27][CH2:26][CH2:25]1.